This data is from Forward reaction prediction with 1.9M reactions from USPTO patents (1976-2016). The task is: Predict the product of the given reaction. (1) Given the reactants Cl[C:2]1[N:7]=[CH:6][N:5]=[C:4]([NH:8][C:9]2[CH:10]=[C:11]([CH2:15][S:16]([NH2:19])(=[O:18])=[O:17])[CH:12]=[CH:13][CH:14]=2)[N:3]=1.[NH:20]1[CH2:24][CH2:23][CH2:22][CH2:21]1, predict the reaction product. The product is: [N:20]1([C:2]2[N:7]=[CH:6][N:5]=[C:4]([NH:8][C:9]3[CH:10]=[C:11]([CH2:15][S:16]([NH2:19])(=[O:18])=[O:17])[CH:12]=[CH:13][CH:14]=3)[N:3]=2)[CH2:24][CH2:23][CH2:22][CH2:21]1. (2) The product is: [CH3:9][N:10]([CH:12]=[N:1][C:2]1[NH:3][CH:4]=[CH:5][N:6]=1)[CH3:11]. Given the reactants [NH2:1][C:2]1[NH:3][CH:4]=[CH:5][N:6]=1.CO[CH:9](OC)[N:10]([CH3:12])[CH3:11], predict the reaction product. (3) Given the reactants [O:1]=[C:2]1[C@@H:8]([NH:9][C:10](=[O:16])[O:11][C:12]([CH3:15])([CH3:14])[CH3:13])[CH2:7][CH2:6][CH2:5][CH2:4][NH:3]1.[Li+].C[Si]([N-][Si](C)(C)C)(C)C.Br[CH2:28][C:29]([O:31][CH3:32])=[O:30], predict the reaction product. The product is: [C:12]([O:11][C:10]([NH:9][C@H:8]1[CH2:7][CH2:6][CH2:5][CH2:4][N:3]([CH2:28][C:29]([O:31][CH3:32])=[O:30])[C:2]1=[O:1])=[O:16])([CH3:13])([CH3:15])[CH3:14].